Dataset: Forward reaction prediction with 1.9M reactions from USPTO patents (1976-2016). Task: Predict the product of the given reaction. (1) The product is: [CH3:1][C@:2]1([NH:8][C:9]2[CH:14]=[N:13][C:12]([C:15]([F:18])([F:16])[F:17])=[CH:11][N:10]=2)[CH2:6][CH2:5][CH2:4][C@@H:3]1[NH:7][C:31]([C:26]1[C:25]([C:20]2[N:19]=[CH:24][CH:23]=[CH:22][N:21]=2)=[CH:30][CH:29]=[CH:28][N:27]=1)=[O:32]. Given the reactants [CH3:1][C@:2]1([NH:8][C:9]2[CH:14]=[N:13][C:12]([C:15]([F:18])([F:17])[F:16])=[CH:11][N:10]=2)[CH2:6][CH2:5][CH2:4][C@@H:3]1[NH2:7].[N:19]1[CH:24]=[CH:23][CH:22]=[N:21][C:20]=1[C:25]1[C:26]([C:31](O)=[O:32])=[N:27][CH:28]=[CH:29][CH:30]=1.C(N(CC)CC)C.N1C2C(=NC=CC=2)N(O)N=1.C(Cl)CCl, predict the reaction product. (2) Given the reactants [CH2:1]([O:3][C:4]1[C:5]([F:11])=[C:6]([F:10])[CH:7]=[CH:8][CH:9]=1)[CH3:2].C([Li])(CC)C.[O:17]1[C:21]2([CH2:26][CH2:25][CH:24]([CH:27]3[CH2:32][CH2:31][C:30](=[O:33])[CH2:29][CH2:28]3)[CH2:23][CH2:22]2)[O:20][CH2:19][CH2:18]1.[Cl-].[NH4+], predict the reaction product. The product is: [O:17]1[C:21]2([CH2:22][CH2:23][CH:24]([CH:27]3[CH2:32][CH2:31][C:30]([C:7]4[CH:8]=[CH:9][C:4]([O:3][CH2:1][CH3:2])=[C:5]([F:11])[C:6]=4[F:10])([OH:33])[CH2:29][CH2:28]3)[CH2:25][CH2:26]2)[O:20][CH2:19][CH2:18]1. (3) The product is: [CH:17]([C:2]1[S:6][CH:5]=[C:4]([CH:7]=[O:8])[CH:3]=1)=[CH2:18]. Given the reactants Br[C:2]1[S:6][CH:5]=[C:4]([CH:7]=[O:8])[CH:3]=1.C([O-])([O-])=O.[K+].[K+].CO[CH2:17][CH2:18]OC, predict the reaction product. (4) Given the reactants Br[C:2]1[C:3]([N:8]([CH3:13])[S:9]([CH3:12])(=[O:11])=[O:10])=[N:4][N:5]([CH3:7])[CH:6]=1.[CH3:14][C:15]1([CH3:31])[C:19]([CH3:21])([CH3:20])[O:18][B:17]([B:17]2[O:18][C:19]([CH3:21])([CH3:20])[C:15]([CH3:31])([CH3:14])[O:16]2)[O:16]1.C([O-])(=O)C.[K+].O1CCOCC1, predict the reaction product. The product is: [CH3:13][N:8]([C:3]1[C:2]([B:17]2[O:18][C:19]([CH3:21])([CH3:20])[C:15]([CH3:31])([CH3:14])[O:16]2)=[CH:6][N:5]([CH3:7])[N:4]=1)[S:9]([CH3:12])(=[O:11])=[O:10]. (5) Given the reactants Cl.[N:2]1[CH:7]=[CH:6][C:5]([C:8](=[NH:10])[NH2:9])=[CH:4][CH:3]=1.O.[NH2:12]N.[CH:14]1([C:19]([NH:21][CH:22]([CH2:30][CH3:31])[C:23](=O)[C:24](OCC)=[O:25])=[O:20])[CH2:18][CH2:17][CH2:16][CH2:15]1, predict the reaction product. The product is: [O:25]=[C:24]1[C:23]([CH:22]([NH:21][C:19]([CH:14]2[CH2:18][CH2:17][CH2:16][CH2:15]2)=[O:20])[CH2:30][CH3:31])=[N:12][N:9]=[C:8]([C:5]2[CH:6]=[CH:7][N:2]=[CH:3][CH:4]=2)[NH:10]1. (6) Given the reactants [C:1]([NH:5][C:6]([C:8]1[CH:13]=[CH:12][C:11]([NH:14][C:15]([CH3:20])([CH3:19])[C:16]([OH:18])=[O:17])=[CH:10][C:9]=1[F:21])=[O:7])([CH3:4])([CH3:3])[CH3:2].[C:22]([O-])([O-])=O.[K+].[K+].CI, predict the reaction product. The product is: [C:1]([NH:5][C:6]([C:8]1[CH:13]=[CH:12][C:11]([NH:14][C:15]([CH3:20])([CH3:19])[C:16]([O:18][CH3:22])=[O:17])=[CH:10][C:9]=1[F:21])=[O:7])([CH3:4])([CH3:2])[CH3:3].